Dataset: Full USPTO retrosynthesis dataset with 1.9M reactions from patents (1976-2016). Task: Predict the reactants needed to synthesize the given product. (1) Given the product [O:1]1[C:5]2[CH:6]=[CH:7][C:8]([C:10]3([C:13]([NH:29][C:18]4[N:17]=[CH:16][C:25]5[CH2:24][CH2:26][C:27]6[O:28][CH:23]=[CH:22][C:21]=6[C:20]=5[N:19]=4)=[O:14])[CH2:12][CH2:11]3)=[CH:9][C:4]=2[O:3][CH2:2]1, predict the reactants needed to synthesize it. The reactants are: [O:1]1[C:5]2[CH:6]=[CH:7][C:8]([C:10]3([C:13](Cl)=[O:14])[CH2:12][CH2:11]3)=[CH:9][C:4]=2[O:3][CH2:2]1.[CH:16]1[C:25]2[C:24]3[CH:26]=[CH:27][O:28][C:23]=3[CH2:22][CH2:21][C:20]=2[N:19]=[C:18]([NH2:29])[N:17]=1. (2) Given the product [Br:32][CH:7]([C:6]1[CH:16]=[C:2]([Br:1])[CH:3]=[CH:4][C:5]=1[S:17](=[O:23])(=[O:24])[NH:18][C:19]([CH3:21])([CH3:20])[CH3:22])[CH2:8][NH:9][C:10](=[O:15])[C:11]([F:14])([F:12])[F:13], predict the reactants needed to synthesize it. The reactants are: [Br:1][C:2]1[CH:3]=[CH:4][C:5]([S:17](=[O:24])(=[O:23])[NH:18][C:19]([CH3:22])([CH3:21])[CH3:20])=[C:6]([CH:16]=1)[CH2:7][CH2:8][NH:9][C:10](=[O:15])[C:11]([F:14])([F:13])[F:12].C1C(=O)N([Br:32])C(=O)C1.CC(N=NC(C#N)(C)C)(C#N)C. (3) The reactants are: Cl.[NH:2]1[CH2:7][CH2:6][CH2:5][CH:4]([C:8]([O:10][CH2:11][CH3:12])=[O:9])[CH2:3]1.C([O-])([O-])=O.[K+].[K+].Br[CH2:20][CH2:21][Cl:22].CC(=O)OCC. Given the product [Cl:22][CH2:21][CH2:20][N:2]1[CH2:7][CH2:6][CH2:5][CH:4]([C:8]([O:10][CH2:11][CH3:12])=[O:9])[CH2:3]1, predict the reactants needed to synthesize it. (4) Given the product [CH3:13][C:4]1[N:3]=[C:2]([N:1]2[CH2:22][CH2:23][CH2:24][C:25]2=[O:26])[CH:12]=[CH:11][C:5]=1[C:6]([OH:8])=[O:7], predict the reactants needed to synthesize it. The reactants are: [NH2:1][C:2]1[CH:12]=[CH:11][C:5]([C:6]([O:8]CC)=[O:7])=[C:4]([CH3:13])[N:3]=1.C(N(CC)CC)C.Cl[CH2:22][CH2:23][CH2:24][C:25](Cl)=[O:26].Cl. (5) Given the product [C:6]([O-:14])(=[O:13])[CH2:7][CH2:8][CH2:9][C:10]([O-:12])=[O:11].[Sr+2:5], predict the reactants needed to synthesize it. The reactants are: C(=O)([O-])[O-].[Sr+2:5].[C:6]([OH:14])(=[O:13])[CH2:7][CH2:8][CH2:9][C:10]([OH:12])=[O:11]. (6) The reactants are: Br[CH2:2][CH2:3][CH2:4][O:5][C:6]1[CH:11]=[CH:10][C:9]([I:12])=[CH:8][CH:7]=1.[C:13]1([OH:19])[CH:18]=[CH:17][CH:16]=[CH:15][CH:14]=1.[H-].[Na+].C(O)(=O)CC(CC(O)=O)(C(O)=O)O. Given the product [I:12][C:9]1[CH:10]=[CH:11][C:6]([O:5][CH2:4][CH2:3][CH2:2][O:19][C:13]2[CH:18]=[CH:17][CH:16]=[CH:15][CH:14]=2)=[CH:7][CH:8]=1, predict the reactants needed to synthesize it. (7) Given the product [C:1]([O:5][C:6]([N:8]1[C:17]2[C:12](=[CH:13][CH:14]=[C:15]([CH:18]([CH2:31][CH2:32][CH2:33][CH2:34][CH3:35])[C:19]#[C:20][C:21]3[CH:26]=[CH:25][C:24]([C:27]([OH:29])=[O:28])=[CH:23][CH:22]=3)[CH:16]=2)[C:11]([CH3:36])([CH3:37])[CH2:10][CH2:9]1)=[O:7])([CH3:4])([CH3:3])[CH3:2], predict the reactants needed to synthesize it. The reactants are: [C:1]([O:5][C:6]([N:8]1[C:17]2[C:12](=[CH:13][CH:14]=[C:15]([CH:18]([CH2:31][CH2:32][CH2:33][CH2:34][CH3:35])[C:19]#[C:20][C:21]3[CH:26]=[CH:25][C:24]([C:27]([O:29]C)=[O:28])=[CH:23][CH:22]=3)[CH:16]=2)[C:11]([CH3:37])([CH3:36])[CH2:10][CH2:9]1)=[O:7])([CH3:4])([CH3:3])[CH3:2].O.[OH-].[Li+].Cl. (8) Given the product [F:24][C:18]1[CH:19]=[C:20]([F:23])[CH:21]=[CH:22][C:17]=1[NH:16][C:13]1[N:12]=[CH:11][C:10]([C:8]([C:6]2[CH:7]=[C:2]([C:32]3[CH:37]=[CH:36][CH:35]=[CH:34][N:33]=3)[CH:3]=[CH:4][C:5]=2[O:25][CH3:26])=[O:9])=[CH:15][CH:14]=1, predict the reactants needed to synthesize it. The reactants are: Br[C:2]1[CH:3]=[CH:4][C:5]([O:25][CH3:26])=[C:6]([C:8]([C:10]2[CH:11]=[N:12][C:13]([NH:16][C:17]3[CH:22]=[CH:21][C:20]([F:23])=[CH:19][C:18]=3[F:24])=[CH:14][CH:15]=2)=[O:9])[CH:7]=1.C([Sn](CCCC)(CCCC)[C:32]1[CH:37]=[CH:36][CH:35]=[CH:34][N:33]=1)CCC. (9) The reactants are: [NH2:1][C:2]1[CH:3]=[CH:4][C:5]([Cl:18])=[C:6]([NH:8][C:9](=[O:17])[CH2:10][N:11]2[CH2:16][CH2:15][O:14][CH2:13][CH2:12]2)[CH:7]=1.[C:19]1([C:28]2[CH:33]=[CH:32][CH:31]=[CH:30][CH:29]=2)[CH:24]=[CH:23][C:22]([C:25](O)=[O:26])=[CH:21][CH:20]=1.F[P-](F)(F)(F)(F)F.N1(O[P+](N2CCCC2)(N2CCCC2)N2CCCC2)C2C=CC=CC=2N=N1.C(N(C(C)C)CC)(C)C. Given the product [Cl:18][C:5]1[CH:4]=[CH:3][C:2]([NH:1][C:25]([C:22]2[CH:23]=[CH:24][C:19]([C:28]3[CH:29]=[CH:30][CH:31]=[CH:32][CH:33]=3)=[CH:20][CH:21]=2)=[O:26])=[CH:7][C:6]=1[NH:8][C:9](=[O:17])[CH2:10][N:11]1[CH2:12][CH2:13][O:14][CH2:15][CH2:16]1, predict the reactants needed to synthesize it. (10) Given the product [F:1][C:2]1[CH:14]=[CH:13][C:5]([C:6]([O:8][C:9]([CH3:11])([CH3:12])[CH3:10])=[O:7])=[CH:4][C:3]=1[CH2:15][NH:16][CH2:17][C:33](=[O:34])[C@@H:29]([CH2:30][CH2:31][CH3:32])[NH:28][C:26]([O:25][CH2:18][C:19]1[CH:24]=[CH:23][CH:22]=[CH:21][CH:20]=1)=[O:27], predict the reactants needed to synthesize it. The reactants are: [F:1][C:2]1[CH:14]=[CH:13][C:5]([C:6]([O:8][C:9]([CH3:12])([CH3:11])[CH3:10])=[O:7])=[CH:4][C:3]=1[CH2:15][NH:16][CH3:17].[CH2:18]([O:25][C:26]([NH:28][C@@H:29]([C:33](O)=[O:34])[CH2:30][CH2:31][CH3:32])=[O:27])[C:19]1[CH:24]=[CH:23][CH:22]=[CH:21][CH:20]=1.C1C=CC2N(O)N=NC=2C=1.O.CCN(CC)CC.CCN=C=NCCCN(C)C.Cl.